From a dataset of Full USPTO retrosynthesis dataset with 1.9M reactions from patents (1976-2016). Predict the reactants needed to synthesize the given product. (1) The reactants are: [CH3:1][C:2]1[CH:18]=[CH:17][C:5]([C:6]([NH:8][CH2:9][CH2:10][CH2:11][CH2:12][CH2:13][C:14]([OH:16])=O)=[O:7])=[CH:4][CH:3]=1.[C:19]1([NH2:26])[CH:24]=[CH:23][CH:22]=[CH:21][C:20]=1[NH2:25].CCN=C=NCCCN(C)C.C1C=CC2N(O)N=NC=2C=1.C(N(CC)CC)C. Given the product [NH2:25][C:20]1[CH:21]=[CH:22][CH:23]=[CH:24][C:19]=1[NH:26][C:14](=[O:16])[CH2:13][CH2:12][CH2:11][CH2:10][CH2:9][NH:8][C:6](=[O:7])[C:5]1[CH:4]=[CH:3][C:2]([CH3:1])=[CH:18][CH:17]=1, predict the reactants needed to synthesize it. (2) Given the product [CH3:1][N:2]1[CH:6]=[CH:5][CH:4]=[C:3]1[C:17]1[CH:22]=[CH:21][CH:20]=[CH:19][C:18]=1[OH:23], predict the reactants needed to synthesize it. The reactants are: [CH3:1][N:2]1[CH:6]=[CH:5][CH:4]=[C:3]1B1OC(C)(C)C(C)(C)O1.Br[C:17]1[CH:22]=[CH:21][CH:20]=[CH:19][C:18]=1[OH:23].C(=O)([O-])[O-].[K+].[K+]. (3) Given the product [Cl:25][C:26]1[CH:27]=[N:28][C:29]2[C:34]([C:35]=1[CH2:36][CH2:37][CH2:38][C:39]1([C:56]([NH2:4])=[O:58])[CH2:44][CH2:43][N:42]([CH2:45][CH2:46][O:47][C:48]3[CH:53]=[C:52]([F:54])[CH:51]=[C:50]([F:55])[CH:49]=3)[CH2:41][CH2:40]1)=[CH:33][C:32]([O:59][CH3:60])=[CH:31][CH:30]=2, predict the reactants needed to synthesize it. The reactants are: N.O.O[N:4]1C2C=CC=CC=2N=N1.Cl.CN(C)CCCN=C=NCC.[Cl:25][C:26]1[CH:27]=[N:28][C:29]2[C:34]([C:35]=1[CH2:36][CH2:37][CH2:38][C:39]1([C:56]([OH:58])=O)[CH2:44][CH2:43][N:42]([CH2:45][CH2:46][O:47][C:48]3[CH:53]=[C:52]([F:54])[CH:51]=[C:50]([F:55])[CH:49]=3)[CH2:41][CH2:40]1)=[CH:33][C:32]([O:59][CH3:60])=[CH:31][CH:30]=2. (4) Given the product [CH2:21]([C:16]1[N:15]=[N:14][C:13]([N:10]2[CH2:11][CH2:12][CH:7]([C:5]3[NH:2][C:1]([Cl:48])=[CH:3][N:4]=3)[CH2:8][CH2:9]2)=[C:18]([CH3:19])[C:17]=1[CH3:20])[C:22]1[CH:27]=[CH:26][CH:25]=[CH:24][CH:23]=1, predict the reactants needed to synthesize it. The reactants are: [C:1]([CH2:3][NH:4][C:5]([CH:7]1[CH2:12][CH2:11][N:10]([C:13]2[N:14]=[N:15][C:16]([CH2:21][C:22]3[CH:27]=[CH:26][CH:25]=[CH:24][CH:23]=3)=[C:17]([CH3:20])[C:18]=2[CH3:19])[CH2:9][CH2:8]1)=O)#[N:2].C1(P(C2C=CC=CC=2)C2C=CC=CC=2)C=CC=CC=1.C(Cl)(Cl)(Cl)[Cl:48]. (5) The reactants are: CC(C)=[O:3].[CH3:5][O:6][C:7]1[N:12]=[C:11]([C:13]2[CH2:18][CH2:17][N:16]([C:19]([O:21][C:22]([CH3:25])([CH3:24])[CH3:23])=[O:20])[CH2:15][CH:14]=2)[CH:10]=[CH:9][CH:8]=1.C[N+]1([O-])CCOCC1.[OH2:34]. Given the product [OH:34][CH:18]1[C:13]([OH:3])([C:11]2[CH:10]=[CH:9][CH:8]=[C:7]([O:6][CH3:5])[N:12]=2)[CH2:14][CH2:15][N:16]([C:19]([O:21][C:22]([CH3:25])([CH3:24])[CH3:23])=[O:20])[CH2:17]1, predict the reactants needed to synthesize it. (6) Given the product [F:1][C:2]1[N:7]=[CH:6][C:5]([NH:8][C:38]([C@@H:17]2[CH2:16][C@@H:15]([OH:14])[CH2:19][N:18]2[C:20]2[N:21]=[C:22]([NH:29][C:30]3[CH:34]=[C:33]([CH:35]([CH3:37])[CH3:36])[NH:32][N:31]=3)[C:23]3[CH2:28][CH2:27][CH2:26][C:24]=3[N:25]=2)=[O:39])=[CH:4][CH:3]=1, predict the reactants needed to synthesize it. The reactants are: [F:1][C:2]1[N:7]=[CH:6][C:5]([NH2:8])=[CH:4][CH:3]=1.C([Mg]Cl)(C)C.[OH:14][C@H:15]1[CH2:19][N:18]([C:20]2[N:21]=[C:22]([NH:29][C:30]3[CH:34]=[C:33]([CH:35]([CH3:37])[CH3:36])[NH:32][N:31]=3)[C:23]3[CH2:28][CH2:27][CH2:26][C:24]=3[N:25]=2)[C@H:17]([C:38](OC)=[O:39])[CH2:16]1. (7) Given the product [BrH:1].[F:10][CH:9]([F:11])[O:8][C:7]1[N:6]([CH3:12])[N:5]=[C:4]([C:13]([F:16])([F:15])[F:14])[C:3]=1[CH2:2][S:19][C:18](=[NH:17])[NH2:20], predict the reactants needed to synthesize it. The reactants are: [Br:1][CH2:2][C:3]1[C:4]([C:13]([F:16])([F:15])[F:14])=[N:5][N:6]([CH3:12])[C:7]=1[O:8][CH:9]([F:11])[F:10].[NH2:17][C:18]([NH2:20])=[S:19]. (8) Given the product [OH2:3].[CH2:4]([C:6]1[CH:7]=[CH:8][C:9]([CH2:10][C:11]2[C:19]3[C:14](=[CH:15][CH:16]=[CH:17][CH:18]=3)[N:13]([C@@H:20]3[C@H:25]([OH:26])[C@@H:24]([OH:27])[C@H:23]([OH:28])[C@@H:22]([CH2:29][OH:30])[O:21]3)[CH:12]=2)=[CH:31][CH:32]=1)[CH3:5].[CH2:4]([C:6]1[CH:7]=[CH:8][C:9]([CH2:10][C:11]2[C:19]3[C:14](=[CH:15][CH:16]=[CH:17][CH:18]=3)[N:13]([C@@H:20]3[C@H:25]([OH:26])[C@@H:24]([OH:27])[C@H:23]([OH:28])[C@@H:22]([CH2:29][OH:30])[O:21]3)[CH:12]=2)=[CH:31][CH:32]=1)[CH3:5], predict the reactants needed to synthesize it. The reactants are: C([O-:3])C.[CH2:4]([C:6]1[CH:32]=[CH:31][C:9]([CH2:10][C:11]2[C:19]3[C:14](=[CH:15][CH:16]=[CH:17][CH:18]=3)[N:13]([C@@H:20]3[C@H:25]([OH:26])[C@@H:24]([OH:27])[C@H:23]([OH:28])[C@@H:22]([CH2:29][OH:30])[O:21]3)[CH:12]=2)=[CH:8][CH:7]=1)[CH3:5].N#N. (9) Given the product [CH:1]1([C:4]2[CH:5]=[C:6]([CH:7]=[O:8])[CH:9]=[C:10]([O:13][CH2:14][CH:15]3[CH2:17][CH2:16]3)[C:11]=2[C:22]2[CH:21]=[CH:20][C:19]([F:18])=[CH:24][C:23]=2[F:25])[CH2:3][CH2:2]1, predict the reactants needed to synthesize it. The reactants are: [CH:1]1([C:4]2[CH:5]=[C:6]([CH:9]=[C:10]([O:13][CH2:14][CH:15]3[CH2:17][CH2:16]3)[C:11]=2I)[CH:7]=[O:8])[CH2:3][CH2:2]1.[F:18][C:19]1[CH:24]=[C:23]([F:25])[CH:22]=[CH:21][C:20]=1B(O)O.[F-].[Cs+].COCCOC. (10) Given the product [O:37]1[C:41]2[CH:42]=[CH:43][C:44]([CH2:46][N:47]3[C:55]4[C:50](=[CH:51][CH:52]=[CH:53][CH:54]=4)[C:49]([OH:56])([CH2:10][C:9](=[O:11])[C:12]4[S:13][CH:14]=[CH:15][CH:16]=4)[C:48]3=[O:57])=[CH:45][C:40]=2[O:39][CH2:38]1, predict the reactants needed to synthesize it. The reactants are: C(C1OC=CC=1)(=O)C.[C:9]([C:12]1[S:13][CH:14]=[CH:15][CH:16]=1)(=[O:11])[CH3:10].ClC1C=CC(CN2C3C(=CC(F)=CC=3)C(=O)C2=O)=CC=1.[O:37]1[C:41]2[CH:42]=[CH:43][C:44]([CH2:46][N:47]3[C:55]4[C:50](=[CH:51][CH:52]=[CH:53][CH:54]=4)[C:49](=[O:56])[C:48]3=[O:57])=[CH:45][C:40]=2[O:39][CH2:38]1.